Dataset: Forward reaction prediction with 1.9M reactions from USPTO patents (1976-2016). Task: Predict the product of the given reaction. (1) Given the reactants Br[C:2]1[CH:3]=[C:4]2[C:9](=[CH:10][CH:11]=1)[CH:8]=[C:7]([O:12][CH2:13][CH2:14][N:15]1[CH2:19][CH2:18][N:17]([CH3:20])[C:16]1=[O:21])[CH:6]=[CH:5]2.B1(B2OC(C)(C)C(C)(C)O2)OC(C)(C)C(C)(C)O1.C([O-])(=O)C.[K+].Br[C:46]1[C:54]2[C:49](=[CH:50][CH:51]=[C:52]([C:55]#[N:56])[CH:53]=2)[N:48]([CH:57]2[CH2:62][CH2:61][CH2:60][CH2:59][O:58]2)[N:47]=1.P([O-])([O-])([O-])=O.[K+].[K+].[K+], predict the reaction product. The product is: [CH3:20][N:17]1[CH2:18][CH2:19][N:15]([CH2:14][CH2:13][O:12][C:7]2[CH:8]=[C:9]3[C:4](=[CH:5][CH:6]=2)[CH:3]=[C:2]([C:46]2[C:54]4[C:49](=[CH:50][CH:51]=[C:52]([C:55]#[N:56])[CH:53]=4)[N:48]([CH:57]4[CH2:62][CH2:61][CH2:60][CH2:59][O:58]4)[N:47]=2)[CH:11]=[CH:10]3)[C:16]1=[O:21]. (2) The product is: [Cl:1][C:2]1[CH:3]=[CH:4][C:5]2[O:9][C:8]([CH:10]([OH:11])[CH2:14][CH:15]([CH3:17])[CH3:16])=[C:7]([CH3:12])[C:6]=2[CH:13]=1. Given the reactants [Cl:1][C:2]1[CH:3]=[CH:4][C:5]2[O:9][C:8]([CH:10]=[O:11])=[C:7]([CH3:12])[C:6]=2[CH:13]=1.[CH2:14]([Mg]Br)[CH:15]([CH3:17])[CH3:16].[Cl-].[NH4+], predict the reaction product.